From a dataset of HIV replication inhibition screening data with 41,000+ compounds from the AIDS Antiviral Screen. Binary Classification. Given a drug SMILES string, predict its activity (active/inactive) in a high-throughput screening assay against a specified biological target. (1) The molecule is O=C(NC1=NCC(CN2CCN(c3ccccc3)CC2)O1)Nc1ccccc1. The result is 0 (inactive). (2) The drug is CC1(O)CCn2c(=O)c3cc4ccccc4cc3c(=O)n2C1O. The result is 0 (inactive).